Task: Predict the reactants needed to synthesize the given product.. Dataset: Full USPTO retrosynthesis dataset with 1.9M reactions from patents (1976-2016) (1) Given the product [Br:1][C:13]1[C:4](=[O:3])[NH:5][C:6]2[C:11]([CH:12]=1)=[CH:10][CH:9]=[N:8][CH:7]=2, predict the reactants needed to synthesize it. The reactants are: [Br:1]Br.[O:3]=[C:4]1[C:13](C(O)=O)=[CH:12][C:11]2[C:6](=[CH:7][N:8]=[CH:9][CH:10]=2)[NH:5]1. (2) Given the product [ClH:1].[F:2][C:3]1[CH:4]=[CH:5][C:6]([CH:7]=[CH:43][CH:40]2[CH2:39][CH2:38][C:37]([N:36]([CH3:35])[CH3:51])([C:45]3[CH:46]=[CH:47][CH:48]=[CH:49][CH:50]=3)[CH2:42][CH2:41]2)=[CH:27][CH:28]=1, predict the reactants needed to synthesize it. The reactants are: [Cl-:1].[F:2][C:3]1[CH:28]=[CH:27][C:6]([CH2:7][P+](C2C=CC=CC=2)(C2C=CC=CC=2)C2C=CC=CC=2)=[CH:5][CH:4]=1.[K].C([O-])(C)(C)C.[CH3:35][N:36]([CH3:51])[C:37]1([C:45]2[CH:50]=[CH:49][CH:48]=[CH:47][CH:46]=2)[CH2:42][CH2:41][CH:40]([CH:43]=O)[CH2:39][CH2:38]1. (3) Given the product [CH3:12][O:13][CH2:14][CH2:15][N:16]([CH3:17])[C:2]1[CH:3]=[CH:4][C:5]([N+:9]([O-:11])=[O:10])=[C:6]([NH2:7])[CH:8]=1, predict the reactants needed to synthesize it. The reactants are: Cl[C:2]1[CH:3]=[CH:4][C:5]([N+:9]([O-:11])=[O:10])=[C:6]([CH:8]=1)[NH2:7].[CH3:12][O:13][CH2:14][CH2:15][NH:16][CH3:17].C(=O)([O-])[O-].[K+].[K+].O.